Dataset: CYP3A4 inhibition data for predicting drug metabolism from PubChem BioAssay. Task: Regression/Classification. Given a drug SMILES string, predict its absorption, distribution, metabolism, or excretion properties. Task type varies by dataset: regression for continuous measurements (e.g., permeability, clearance, half-life) or binary classification for categorical outcomes (e.g., BBB penetration, CYP inhibition). Dataset: cyp3a4_veith. (1) The compound is Cc1ccc(S(=O)(=O)N(CC(=O)NCCC2=CCCCC2)Cc2ccccc2F)cc1. The result is 0 (non-inhibitor). (2) The drug is CN(C)CCNS(=O)(=O)N(C)C. The result is 0 (non-inhibitor). (3) The molecule is C=CCn1c(SCC(=O)Nc2ncc(Cc3ccc(Br)cc3)s2)nnc1-c1ccncc1. The result is 1 (inhibitor). (4) The drug is CN(C)c1ccc(/C=C2/C(=O)N(c3ccc([N+](=O)[O-])cc3)N=C2N2CCOCC2)cc1. The result is 0 (non-inhibitor). (5) The drug is Nc1nc2c(C(=O)NCc3cccs3)nnn2c2cccc(Cl)c12. The result is 0 (non-inhibitor).